Dataset: Reaction yield outcomes from USPTO patents with 853,638 reactions. Task: Predict the reaction yield, written as a fraction of the theoretical maximum amount of product (1.0 means a 100% yield; for example, 0.34 means a 34% yield). (1) The reactants are [OH:1][CH:2]([CH2:18][N:19]1[CH2:24][CH2:23][O:22][CH2:21][CH2:20]1)[CH2:3][N:4]1[CH2:10][CH2:9][CH2:8][C:7]2[NH:11][C:12]([CH:15]=O)=[C:13]([CH3:14])[C:6]=2[C:5]1=[O:17].[Br:25][C:26]1[CH:27]=[C:28]2[C:32](=[CH:33][CH:34]=1)[NH:31][C:30](=[O:35])[CH2:29]2. No catalyst specified. The product is [Br:25][C:26]1[CH:27]=[C:28]2[C:32](=[CH:33][CH:34]=1)[NH:31][C:30](=[O:35])[C:29]2=[CH:15][C:12]1[NH:11][C:7]2[CH2:8][CH2:9][CH2:10][N:4]([CH2:3][CH:2]([OH:1])[CH2:18][N:19]3[CH2:20][CH2:21][O:22][CH2:23][CH2:24]3)[C:5](=[O:17])[C:6]=2[C:13]=1[CH3:14]. The yield is 0.630. (2) The reactants are Br[C:2]1[CH:3]=[C:4]2[C:9](=[CH:10][CH:11]=1)[N:8]=[CH:7][C:6]([C:12]#[N:13])=[C:5]2[NH:14][C:15]1[CH:20]=[CH:19][C:18]([F:21])=[C:17]([Cl:22])[CH:16]=1.[C:23]([NH2:31])(=[O:30])[C:24]1[CH:29]=[CH:28][CH:27]=[N:26][CH:25]=1. No catalyst specified. The product is [Cl:22][C:17]1[CH:16]=[C:15]([NH:14][C:5]2[C:4]3[C:9](=[CH:10][CH:11]=[C:2]([NH:31][C:23](=[O:30])[C:24]4[CH:29]=[CH:28][CH:27]=[N:26][CH:25]=4)[CH:3]=3)[N:8]=[CH:7][C:6]=2[C:12]#[N:13])[CH:20]=[CH:19][C:18]=1[F:21]. The yield is 0.350. (3) The reactants are [F:1][C:2]1[CH:7]=[C:6]([O:8][C:9]2[C:10]3[N:17]([CH3:18])[CH:16]=[CH:15][C:11]=3[N:12]=[CH:13][N:14]=2)[CH:5]=[CH:4][C:3]=1[NH:19][C:20]([NH:22][C:23]1[CH:28]=[CH:27][CH:26]=[C:25]([C:29]([F:32])([F:31])[F:30])[CH:24]=1)=[O:21].C(OCC)(=O)C.[ClH:39]. The catalyst is C(O)C. The product is [ClH:39].[F:1][C:2]1[CH:7]=[C:6]([O:8][C:9]2[C:10]3[N:17]([CH3:18])[CH:16]=[CH:15][C:11]=3[N:12]=[CH:13][N:14]=2)[CH:5]=[CH:4][C:3]=1[NH:19][C:20]([NH:22][C:23]1[CH:28]=[CH:27][CH:26]=[C:25]([C:29]([F:31])([F:30])[F:32])[CH:24]=1)=[O:21]. The yield is 0.870. (4) The reactants are Cl.[S-][C:3]#[N:4].[Na+].Cl.[NH2:7][CH:8]([CH3:17])[C:9]([C:11]1[CH:16]=[CH:15][CH:14]=[CH:13][CH:12]=1)=O.[CH2:18](O)C. No catalyst specified. The product is [CH2:17]([C:8]1[NH:7][CH:3]=[N:4][C:9]=1[C:11]1[CH:16]=[CH:15][CH:14]=[CH:13][CH:12]=1)[CH3:18]. The yield is 0.450.